Dataset: Full USPTO retrosynthesis dataset with 1.9M reactions from patents (1976-2016). Task: Predict the reactants needed to synthesize the given product. (1) Given the product [CH:8]1[N:9]([C@@H:21]2[O:43][C@H:42]([CH2:44][OH:45])[C@@H:32]([OH:33])[C@H:22]2[OH:23])[C:10](=[O:12])[N:11]=[C:6]([NH2:5])[N:7]=1, predict the reactants needed to synthesize it. The reactants are: C[Si]([NH:5][C:6]1[N:11]=[C:10]([O:12][Si](C)(C)C)[N:9]=[CH:8][N:7]=1)(C)C.C(O[C@@H:21]1[O:43][C@H:42]([CH2:44][O:45]C(=O)C2C=CC=CC=2)[C@@H:32]([O:33]C(=O)C2C=CC=CC=2)[C@H:22]1[O:23]C(=O)C1C=CC=CC=1)(=O)C.CC#N.S(O)(C(F)(F)F)(=O)=O. (2) Given the product [NH2:15][C:12]1[CH:13]=[CH:14][C:9]([C:8]2[N:7]=[C:6]3[NH:19][N:20]=[C:21]([CH3:22])[C:5]3=[C:4]([C:23]3[CH:24]=[CH:25][C:26]([N:29]4[CH2:34][CH2:33][N:32]([C:35]([O:37][C:38]([CH3:40])([CH3:41])[CH3:39])=[O:36])[CH2:31][CH2:30]4)=[CH:27][CH:28]=3)[C:3]=2[C:1]#[N:2])=[C:10]([F:18])[CH:11]=1, predict the reactants needed to synthesize it. The reactants are: [C:1]([C:3]1[C:4]([C:23]2[CH:28]=[CH:27][C:26]([N:29]3[CH2:34][CH2:33][N:32]([C:35]([O:37][C:38]([CH3:41])([CH3:40])[CH3:39])=[O:36])[CH2:31][CH2:30]3)=[CH:25][CH:24]=2)=[C:5]2[C:21]([CH3:22])=[N:20][NH:19][C:6]2=[N:7][C:8]=1[C:9]1[CH:14]=[CH:13][C:12]([N+:15]([O-])=O)=[CH:11][C:10]=1[F:18])#[N:2].